This data is from NCI-60 drug combinations with 297,098 pairs across 59 cell lines. The task is: Regression. Given two drug SMILES strings and cell line genomic features, predict the synergy score measuring deviation from expected non-interaction effect. (1) Drug 1: CC(C)(C#N)C1=CC(=CC(=C1)CN2C=NC=N2)C(C)(C)C#N. Drug 2: C1CN(CCN1C(=O)CCBr)C(=O)CCBr. Cell line: TK-10. Synergy scores: CSS=5.33, Synergy_ZIP=3.18, Synergy_Bliss=-1.35, Synergy_Loewe=-2.80, Synergy_HSA=-2.82. (2) Drug 1: C1=CC(=CC=C1CCC2=CNC3=C2C(=O)NC(=N3)N)C(=O)NC(CCC(=O)O)C(=O)O. Drug 2: C1=NC2=C(N=C(N=C2N1C3C(C(C(O3)CO)O)O)F)N. Cell line: SF-295. Synergy scores: CSS=30.6, Synergy_ZIP=2.60, Synergy_Bliss=2.20, Synergy_Loewe=-17.8, Synergy_HSA=2.03.